This data is from Full USPTO retrosynthesis dataset with 1.9M reactions from patents (1976-2016). The task is: Predict the reactants needed to synthesize the given product. (1) Given the product [C:6]([C:7]1[CH:8]=[CH:9][C:10]2[C:19]3[CH:18]=[C:17]4[CH2:20][CH2:21][CH2:22][C:23](=[O:24])[C:16]4=[CH:15][C:14]=3[O:13][CH2:12][C:11]=2[CH:25]=1)(=[O:27])[CH3:5], predict the reactants needed to synthesize it. The reactants are: C[Si]([C:5]#[C:6][C:7]1[CH:8]=[CH:9][C:10]2[C:19]3[CH:18]=[C:17]4[CH2:20][CH2:21][CH2:22][C:23](=[O:24])[C:16]4=[CH:15][C:14]=3[O:13][CH2:12][C:11]=2[CH:25]=1)(C)C.C(O)(C(F)(F)F)=[O:27]. (2) The reactants are: [CH3:1][O:2][C:3](=[O:12])[C:4]1[CH:9]=[CH:8][C:7]([OH:10])=[CH:6][C:5]=1[CH3:11].[C:13]([O:17][C:18]([N:20]1[CH2:25][CH2:24][CH:23]([C@H:26]([CH3:34])[CH2:27][CH2:28]OS(C)(=O)=O)[CH2:22][CH2:21]1)=[O:19])([CH3:16])([CH3:15])[CH3:14]. Given the product [C:13]([O:17][C:18]([N:20]1[CH2:25][CH2:24][CH:23]([C@H:26]([CH3:34])[CH2:27][CH2:28][O:10][C:7]2[CH:8]=[CH:9][C:4]([C:3]([O:2][CH3:1])=[O:12])=[C:5]([CH3:11])[CH:6]=2)[CH2:22][CH2:21]1)=[O:19])([CH3:16])([CH3:15])[CH3:14], predict the reactants needed to synthesize it.